Task: Predict the reactants needed to synthesize the given product.. Dataset: Full USPTO retrosynthesis dataset with 1.9M reactions from patents (1976-2016) (1) Given the product [CH2:27]([O:34][CH2:35][CH:36]1[CH2:41][C:40]([F:43])([F:42])[CH2:39][CH2:38][CH:37]1[CH:44]([OH:45])[CH:21]([C:18]1[CH:17]=[CH:16][C:15]([S:14][CH3:13])=[CH:20][CH:19]=1)[C:22]([O:24][CH2:25][CH3:26])=[O:23])[C:28]1[CH:29]=[CH:30][CH:31]=[CH:32][CH:33]=1, predict the reactants needed to synthesize it. The reactants are: [Li]CCCC.C(NC(C)C)(C)C.[CH3:13][S:14][C:15]1[CH:20]=[CH:19][C:18]([CH2:21][C:22]([O:24][CH2:25][CH3:26])=[O:23])=[CH:17][CH:16]=1.[CH2:27]([O:34][CH2:35][C@@H:36]1[CH2:41][C:40]([F:43])([F:42])[CH2:39][CH2:38][C@H:37]1[CH:44]=[O:45])[C:28]1[CH:33]=[CH:32][CH:31]=[CH:30][CH:29]=1.[NH4+].[Cl-]. (2) Given the product [Cl:25][C:26]1[C:27]([C:2]2[CH:3]=[CH:4][CH:5]=[C:6]([N:8]([CH2:16][C:17]3([O:23][CH3:24])[CH2:22][CH2:21][O:20][CH2:19][CH2:18]3)[C:9](=[O:15])[O:10][C:11]([CH3:13])([CH3:14])[CH3:12])[N:7]=2)=[CH:28][C:29]([F:32])=[N:30][CH:31]=1, predict the reactants needed to synthesize it. The reactants are: Br[C:2]1[N:7]=[C:6]([N:8]([CH2:16][C:17]2([O:23][CH3:24])[CH2:22][CH2:21][O:20][CH2:19][CH2:18]2)[C:9](=[O:15])[O:10][C:11]([CH3:14])([CH3:13])[CH3:12])[CH:5]=[CH:4][CH:3]=1.[Cl:25][C:26]1[C:27](B(O)O)=[CH:28][C:29]([F:32])=[N:30][CH:31]=1.C(Cl)Cl.COCCOC. (3) The reactants are: [CH2:1]([O:8][C:9](=[O:42])[NH:10][C@@H:11]1[C:14](=[O:15])[N:13](CC2C=CC(OC)=CC=2OC)[C@@H:12]1[CH2:27][N:28]1[N:32]=[C:31]([CH2:33][O:34][Si:35]([C:38]([CH3:41])([CH3:40])[CH3:39])([CH3:37])[CH3:36])[CH:30]=[N:29]1)[C:2]1[CH:7]=[CH:6][CH:5]=[CH:4][CH:3]=1.OP([O-])([O-])=O.[K+].[K+]. Given the product [CH2:1]([O:8][C:9](=[O:42])[NH:10][C@@H:11]1[C:14](=[O:15])[NH:13][C@@H:12]1[CH2:27][N:28]1[N:32]=[C:31]([CH2:33][O:34][Si:35]([C:38]([CH3:40])([CH3:39])[CH3:41])([CH3:36])[CH3:37])[CH:30]=[N:29]1)[C:2]1[CH:7]=[CH:6][CH:5]=[CH:4][CH:3]=1, predict the reactants needed to synthesize it. (4) Given the product [F:14][C:10]1[CH:9]=[C:8]2[C:13](=[CH:12][CH:11]=1)[N:5]([CH2:4][C:3]([OH:30])=[O:2])[C:6]([CH3:29])=[C:7]2[CH2:15][C:16]1[S:17][CH:18]=[CH:19][C:20]=1[S:21]([C:24]1[S:25][CH:26]=[CH:27][CH:28]=1)(=[O:22])=[O:23], predict the reactants needed to synthesize it. The reactants are: C[O:2][C:3](=[O:30])[CH2:4][N:5]1[C:13]2[C:8](=[CH:9][C:10]([F:14])=[CH:11][CH:12]=2)[C:7]([CH2:15][C:16]2[S:17][CH:18]=[CH:19][C:20]=2[S:21]([C:24]2[S:25][CH:26]=[CH:27][CH:28]=2)(=[O:23])=[O:22])=[C:6]1[CH3:29].O1CCCC1.[OH-].[Li+].Cl. (5) Given the product [F:1][C:2]1[CH:3]=[CH:4][C:5]([C:6]([NH:8][C:9]2[CH:21]=[C:20](/[CH:22]=[CH:23]/[C:24]3[CH:29]=[CH:28][CH:27]=[C:26]([O:30][CH3:31])[CH:25]=3)[CH:19]=[CH:18][C:10]=2[C:11]([OH:13])=[O:12])=[O:7])=[CH:32][CH:33]=1, predict the reactants needed to synthesize it. The reactants are: [F:1][C:2]1[CH:33]=[CH:32][C:5]([C:6]([NH:8][C:9]2[CH:21]=[C:20](/[CH:22]=[CH:23]/[C:24]3[CH:29]=[CH:28][CH:27]=[C:26]([O:30][CH3:31])[CH:25]=3)[CH:19]=[CH:18][C:10]=2[C:11]([O:13]C(C)(C)C)=[O:12])=[O:7])=[CH:4][CH:3]=1. (6) Given the product [F:15][C:12]([F:13])([F:14])[C:9]1[CH:10]=[C:11]2[C:6](=[CH:7][CH:8]=1)[NH:5][N:4]=[C:3]2[CH2:2][C:24]#[N:25], predict the reactants needed to synthesize it. The reactants are: Br[CH2:2][C:3]1[C:11]2[C:6](=[CH:7][CH:8]=[C:9]([C:12]([F:15])([F:14])[F:13])[CH:10]=2)[N:5](C(OC(C)(C)C)=O)[N:4]=1.O.[C-:24]#[N:25].[K+].